Dataset: Full USPTO retrosynthesis dataset with 1.9M reactions from patents (1976-2016). Task: Predict the reactants needed to synthesize the given product. (1) Given the product [F:14][C:10]1[CH:9]=[C:8]([C:6]2[N:7]=[C:2]([NH:37][C:36]3[CH:35]=[CH:34][C:33]([N:30]4[CH2:31][CH2:32][O:27][CH2:28][CH2:29]4)=[CH:39][CH:38]=3)[C:3]3[NH:17][N:16]=[CH:15][C:4]=3[N:5]=2)[CH:13]=[CH:12][CH:11]=1, predict the reactants needed to synthesize it. The reactants are: Cl[C:2]1[C:3]2[C:4](=[CH:15][N:16](CC3C=CC(OC)=CC=3)[N:17]=2)[N:5]=[C:6]([C:8]2[CH:13]=[CH:12][CH:11]=[C:10]([F:14])[CH:9]=2)[N:7]=1.[O:27]1[CH2:32][CH2:31][N:30]([C:33]2[CH:39]=[CH:38][C:36]([NH2:37])=[CH:35][CH:34]=2)[CH2:29][CH2:28]1.Cl. (2) Given the product [CH3:8][C:6]1[CH:5]=[CH:4][C:3]2[N:9]=[C:13]3[CH2:14][CH2:15][CH2:16][N:12]3[C:2]=2[CH:7]=1, predict the reactants needed to synthesize it. The reactants are: Cl[C:2]1[CH:7]=[C:6]([CH3:8])[CH:5]=[CH:4][C:3]=1[N+:9]([O-])=O.[NH:12]1[CH2:16][CH2:15][CH2:14][C:13]1=O. (3) Given the product [CH2:1]([O:8][CH2:9][CH2:10][CH2:11][O:12][C:13]1[C:14]([B:30]2[O:34][C:33]([CH3:36])([CH3:35])[C:32]([CH3:38])([CH3:37])[O:31]2)=[C:15]([CH:16]=[C:17]([Cl:19])[CH:18]=1)[CH:20]=[O:21])[C:2]1[CH:7]=[CH:6][CH:5]=[CH:4][CH:3]=1, predict the reactants needed to synthesize it. The reactants are: [CH2:1]([O:8][CH2:9][CH2:10][CH2:11][O:12][C:13]1[CH:18]=[C:17]([Cl:19])[CH:16]=[C:15]([CH:20]=[O:21])[C:14]=1OS(C(F)(F)F)(=O)=O)[C:2]1[CH:7]=[CH:6][CH:5]=[CH:4][CH:3]=1.[B:30]1([B:30]2[O:34][C:33]([CH3:36])([CH3:35])[C:32]([CH3:38])([CH3:37])[O:31]2)[O:34][C:33]([CH3:36])([CH3:35])[C:32]([CH3:38])([CH3:37])[O:31]1.CC([O-])=O.[K+]. (4) Given the product [N:27]1[CH:32]=[CH:31][C:30]([C:2]2[N:7]=[C:6]([NH:8][CH:9]3[CH2:14][CH2:13][CH2:12][N:11]([C:15]([O:17][C:18]([CH3:19])([CH3:21])[CH3:20])=[O:16])[CH2:10]3)[C:5]([N:22]3[CH2:26][CH2:25][CH2:24][CH2:23]3)=[N:4][CH:3]=2)=[CH:29][CH:28]=1, predict the reactants needed to synthesize it. The reactants are: Br[C:2]1[N:7]=[C:6]([NH:8][CH:9]2[CH2:14][CH2:13][CH2:12][N:11]([C:15]([O:17][C:18]([CH3:21])([CH3:20])[CH3:19])=[O:16])[CH2:10]2)[C:5]([N:22]2[CH2:26][CH2:25][CH2:24][CH2:23]2)=[N:4][CH:3]=1.[N:27]1[CH:32]=[CH:31][C:30](B(O)O)=[CH:29][CH:28]=1. (5) Given the product [Cl:1][C:2]1[CH:24]=[CH:23][C:5]([CH2:6][N:7]2[C:16](=[O:17])[C:15]3[C:10](=[N:11][C:12]4[CH2:21][CH2:20][CH2:19][CH2:18][C:13]=4[N:14]=3)[N:9]([CH2:36][C:35]3[CH:34]=[C:33]([CH:40]=[CH:39][CH:38]=3)[C:31]#[N:32])[C:8]2=[O:22])=[CH:4][CH:3]=1, predict the reactants needed to synthesize it. The reactants are: [Cl:1][C:2]1[CH:24]=[CH:23][C:5]([CH2:6][N:7]2[C:16](=[O:17])[C:15]3[C:10](=[N:11][C:12]4[CH2:21][CH2:20][CH2:19][CH2:18][C:13]=4[N:14]=3)[NH:9][C:8]2=[O:22])=[CH:4][CH:3]=1.C([O-])([O-])=O.[K+].[K+].[C:31]([C:33]1[CH:34]=[C:35]([CH:38]=[CH:39][CH:40]=1)[CH2:36]Br)#[N:32]. (6) The reactants are: [CH3:1][O:2][C:3]1([O:10][CH3:11])[CH2:8][CH2:7][O:6][CH2:5][CH:4]1[OH:9].[H-].[Na+].I[CH2:15][CH3:16]. Given the product [CH2:15]([O:9][CH:4]1[C:3]([O:10][CH3:11])([O:2][CH3:1])[CH2:8][CH2:7][O:6][CH2:5]1)[CH3:16], predict the reactants needed to synthesize it. (7) Given the product [Cl:5][C:6]1[C:11]([C:12]([NH:14][C:15]2[CH:16]=[CH:17][C:18]([CH2:21][C:22]([O:24][CH2:25][CH3:26])=[O:23])=[CH:19][CH:20]=2)=[O:13])=[C:10]([F:27])[C:9]([OH:28])=[CH:8][CH:7]=1, predict the reactants needed to synthesize it. The reactants are: B(Br)(Br)Br.[Cl:5][C:6]1[C:11]([C:12]([NH:14][C:15]2[CH:20]=[CH:19][C:18]([CH2:21][C:22]([O:24][CH2:25][CH3:26])=[O:23])=[CH:17][CH:16]=2)=[O:13])=[C:10]([F:27])[C:9]([O:28]C)=[CH:8][CH:7]=1. (8) Given the product [Cl:20][C:19]1[CH:18]=[C:17]([CH2:21][OH:22])[CH:16]=[N:15][C:14]=1[N:11]1[CH2:12][CH2:13][NH:8][CH2:9][CH2:10]1, predict the reactants needed to synthesize it. The reactants are: C(OC([N:8]1[CH2:13][CH2:12][N:11]([C:14]2[C:19]([Cl:20])=[CH:18][C:17]([CH2:21][OH:22])=[CH:16][N:15]=2)[CH2:10][CH2:9]1)=O)(C)(C)C.FC(F)(F)C(O)=O.C(=O)([O-])O.[Na+]. (9) The reactants are: C([O:8][C:9]1[C:14]([CH3:15])=[CH:13][CH:12]=[CH:11][C:10]=1[CH:16]([C:18]1[CH:23]=[CH:22][C:21]([O:24][CH3:25])=[CH:20][CH:19]=1)O)C1C=CC=CC=1.Cl. Given the product [CH3:25][O:24][C:21]1[CH:22]=[CH:23][C:18]([CH2:16][C:10]2[CH:11]=[CH:12][CH:13]=[C:14]([CH3:15])[C:9]=2[OH:8])=[CH:19][CH:20]=1, predict the reactants needed to synthesize it. (10) Given the product [ClH:16].[NH:1]([C:2]1[CH:3]=[CH:4][C:5]([CH2:8][C:9]([OH:11])=[O:10])=[CH:6][CH:7]=1)[NH2:12], predict the reactants needed to synthesize it. The reactants are: [NH2:1][C:2]1[CH:7]=[CH:6][C:5]([CH2:8][C:9]([OH:11])=[O:10])=[CH:4][CH:3]=1.[N:12]([O-])=O.[Na+].[Cl:16][Sn]Cl.